From a dataset of NCI-60 drug combinations with 297,098 pairs across 59 cell lines. Regression. Given two drug SMILES strings and cell line genomic features, predict the synergy score measuring deviation from expected non-interaction effect. (1) Drug 1: CC1=C2C(C(=O)C3(C(CC4C(C3C(C(C2(C)C)(CC1OC(=O)C(C(C5=CC=CC=C5)NC(=O)OC(C)(C)C)O)O)OC(=O)C6=CC=CC=C6)(CO4)OC(=O)C)OC)C)OC. Drug 2: CCC1=C2CN3C(=CC4=C(C3=O)COC(=O)C4(CC)O)C2=NC5=C1C=C(C=C5)O. Cell line: OVCAR3. Synergy scores: CSS=60.5, Synergy_ZIP=-3.44, Synergy_Bliss=-6.09, Synergy_Loewe=-1.49, Synergy_HSA=0.936. (2) Drug 1: C1=CC(=CC=C1CCC2=CNC3=C2C(=O)NC(=N3)N)C(=O)NC(CCC(=O)O)C(=O)O. Drug 2: C1CN(P(=O)(OC1)NCCCl)CCCl. Cell line: ACHN. Synergy scores: CSS=14.6, Synergy_ZIP=-8.69, Synergy_Bliss=-3.56, Synergy_Loewe=-23.4, Synergy_HSA=-2.64.